Dataset: Catalyst prediction with 721,799 reactions and 888 catalyst types from USPTO. Task: Predict which catalyst facilitates the given reaction. (1) Reactant: C1(P(C2C=CC=CC=2)C2C=CC=CC=2)C=CC=CC=1.BrN1C(=O)CCC1=O.[CH:28]1(/[CH:33]=[C:34](\[C:38]2[CH:43]=[CH:42][C:41]([N:44]3[C:48]([CH3:49])=[N:47][N:46]=[N:45]3)=[C:40]([F:50])[CH:39]=2)/[C:35]([OH:37])=O)[CH2:32][CH2:31][CH2:30][CH2:29]1.[NH2:51][C:52]1[CH:57]=[CH:56][C:55]([Br:58])=[CH:54][N:53]=1. Product: [Br:58][C:55]1[CH:56]=[CH:57][C:52]([NH:51][C:35](=[O:37])/[C:34](/[C:38]2[CH:43]=[CH:42][C:41]([N:44]3[C:48]([CH3:49])=[N:47][N:46]=[N:45]3)=[C:40]([F:50])[CH:39]=2)=[CH:33]/[CH:28]2[CH2:32][CH2:31][CH2:30][CH2:29]2)=[N:53][CH:54]=1. The catalyst class is: 2. (2) Reactant: [C:1]([O:5][C:6]([N:8]1[CH2:13][CH2:12][CH2:11][CH2:10][C@H:9]1[C:14]([OH:16])=O)=[O:7])([CH3:4])([CH3:3])[CH3:2].[C:17]([NH:20][NH2:21])(=[O:19])[CH3:18].CCN(C(C)C)C(C)C.C(P1(=O)OP(CCC)(=O)OP(CCC)(=O)O1)CC. Product: [C:17]([NH:20][NH:21][C:14]([C@@H:9]1[CH2:10][CH2:11][CH2:12][CH2:13][N:8]1[C:6]([O:5][C:1]([CH3:2])([CH3:3])[CH3:4])=[O:7])=[O:16])(=[O:19])[CH3:18]. The catalyst class is: 25. (3) Reactant: [N+:1]([C:4]1[CH:16]=[C:15]2[C:7]([C:8]3[CH2:9][CH2:10][N:11]([CH2:20][CH2:21][CH3:22])[CH2:12][C:13]=3[N:14]2C(=O)C)=[CH:6][CH:5]=1)([O-])=O.[Sn](Cl)Cl. Product: [CH2:20]([N:11]1[CH2:10][CH2:9][C:8]2[C:7]3[C:15](=[CH:16][C:4]([NH2:1])=[CH:5][CH:6]=3)[NH:14][C:13]=2[CH2:12]1)[CH2:21][CH3:22]. The catalyst class is: 5. (4) Reactant: [CH:1]1[CH:10]=[N:9][C:8]2[C:3](=[C:4]([N+:12]([O-:14])=[O:13])[CH:5]=[CH:6][C:7]=2[OH:11])[CH:2]=1.[NH2:15][C@H:16]([C:24]([OH:26])=[O:25])[CH2:17][CH2:18][CH2:19][NH:20][C:21](=[NH:23])[NH2:22]. Product: [CH:1]1[CH:10]=[N:9][C:8]2[C:3](=[C:4]([N+:12]([O-:14])=[O:13])[CH:5]=[CH:6][C:7]=2[OH:11])[CH:2]=1.[NH2:15][C@H:16]([C:24]([OH:26])=[O:25])[CH2:17][CH2:18][CH2:19][NH:20][C:21](=[NH:22])[NH2:23]. The catalyst class is: 41. (5) Reactant: [NH2:1][C:2]1[S:3][CH:4]=[CH:5][N:6]=1.[Li]CCCC.Cl[Si](C)(C)C.[C:17]1(=[O:21])[CH2:20][CH2:19][CH2:18]1. Product: [NH2:1][C:2]1[S:3][C:4]([C:17]2([OH:21])[CH2:20][CH2:19][CH2:18]2)=[CH:5][N:6]=1. The catalyst class is: 1. (6) Reactant: [O:1]=[C:2]1[C:10]2[C:5](=[CH:6][CH:7]=[CH:8][CH:9]=2)[C:4](=[O:11])[N:3]1[C@H:12]1[CH2:17][CH2:16][C@H:15]([O:18][CH2:19][C:20]([OH:22])=O)[CH2:14][CH2:13]1.[CH3:23][N:24](C)[CH:25]=O. Product: [O:1]=[C:2]1[C:10]2[C:5](=[CH:6][CH:7]=[CH:8][CH:9]=2)[C:4](=[O:11])[N:3]1[C@H:12]1[CH2:17][CH2:16][C@H:15]([O:18][CH2:19][C:20]([N:24]([CH3:25])[CH3:23])=[O:22])[CH2:14][CH2:13]1. The catalyst class is: 4.